This data is from Forward reaction prediction with 1.9M reactions from USPTO patents (1976-2016). The task is: Predict the product of the given reaction. (1) The product is: [O:63]([C:70]1[CH:77]=[CH:76][CH:75]=[CH:74][C:71]=1[CH2:72][O:20][CH2:19][CH:17]1[CH2:16][CH2:15][C:14]2[N:10]([C:9]([C:3]3[CH:8]=[CH:7][CH:6]=[CH:5][CH:4]=3)([C:21]3[CH:22]=[CH:23][CH:24]=[CH:25][CH:26]=3)[C:27]3[CH:32]=[CH:31][CH:30]=[CH:29][CH:28]=3)[CH:11]=[N:12][C:13]=2[CH2:18]1)[C:64]1[CH:65]=[CH:66][CH:67]=[CH:68][CH:69]=1. Given the reactants [H-].[Na+].[C:3]1([C:9]([C:27]2[CH:32]=[CH:31][CH:30]=[CH:29][CH:28]=2)([C:21]2[CH:26]=[CH:25][CH:24]=[CH:23][CH:22]=2)[N:10]2[C:14]3[CH2:15][CH2:16][CH:17]([CH2:19][OH:20])[CH2:18][C:13]=3[N:12]=[CH:11]2)[CH:8]=[CH:7][CH:6]=[CH:5][CH:4]=1.C1(C(C2C=CC=CC=2)(C2C=CC=CC=2)N2C3CC(CO)CCC=3N=C2)C=CC=CC=1.[O:63]([C:70]1[CH:77]=[CH:76][CH:75]=[CH:74][C:71]=1[CH2:72]Br)[C:64]1[CH:69]=[CH:68][CH:67]=[CH:66][CH:65]=1, predict the reaction product. (2) Given the reactants C(OC(=O)[NH:7][C:8]1[CH:13]=[C:12]([N:14]2[CH2:19][CH2:18][O:17][CH2:16][CH2:15]2)[C:11]([C:20]([F:23])([F:22])[F:21])=[CH:10][C:9]=1[NH:24][C:25](=[O:37])[CH2:26][C:27]([C:29]1[CH:34]=[CH:33][N:32]=[C:31]([C:35]#[N:36])[CH:30]=1)=O)(C)(C)C.C(O)(C(F)(F)F)=O, predict the reaction product. The product is: [N:14]1([C:12]2[C:11]([C:20]([F:22])([F:23])[F:21])=[CH:10][C:9]3[NH:24][C:25](=[O:37])[CH2:26][C:27]([C:29]4[CH:34]=[CH:33][N:32]=[C:31]([C:35]#[N:36])[CH:30]=4)=[N:7][C:8]=3[CH:13]=2)[CH2:19][CH2:18][O:17][CH2:16][CH2:15]1. (3) Given the reactants [Br:1][C:2]1[CH:11]=[CH:10][C:5]2[CH:6]([NH2:9])[CH2:7][O:8][C:4]=2[CH:3]=1.[F:12][C:13]([F:24])([F:23])[C:14]([NH:16][C:17]1([C:20](O)=[O:21])[CH2:19][CH2:18]1)=[O:15], predict the reaction product. The product is: [Br:1][C:2]1[CH:11]=[CH:10][C:5]2[CH:6]([NH:9][C:20]([C:17]3([NH:16][C:14](=[O:15])[C:13]([F:12])([F:23])[F:24])[CH2:18][CH2:19]3)=[O:21])[CH2:7][O:8][C:4]=2[CH:3]=1. (4) Given the reactants [F:1][C:2]([F:17])([F:16])[C:3]1[CH:8]=[CH:7][C:6]([C:9]2[C:10](=[O:15])[NH:11][CH:12]=[CH:13][CH:14]=2)=[CH:5][CH:4]=1.C(P(CCCC)CCCC)CCC.O[CH:32]([C:39]1[CH:44]=[CH:43][CH:42]=[CH:41][C:40]=1[O:45][CH3:46])[CH2:33][N:34]1[CH2:38][CH2:37][CH2:36][CH2:35]1, predict the reaction product. The product is: [CH3:46][O:45][C:40]1[CH:41]=[CH:42][CH:43]=[CH:44][C:39]=1[CH:32]([N:11]1[CH:12]=[CH:13][CH:14]=[C:9]([C:6]2[CH:5]=[CH:4][C:3]([C:2]([F:1])([F:16])[F:17])=[CH:8][CH:7]=2)[C:10]1=[O:15])[CH2:33][N:34]1[CH2:38][CH2:37][CH2:36][CH2:35]1.[CH3:46][O:45][C:40]1[CH:41]=[CH:42][CH:43]=[CH:44][C:39]=1[CH:32]([C:10]1[C:9]([C:6]2[CH:7]=[CH:8][C:3]([C:2]([F:17])([F:16])[F:1])=[CH:4][CH:5]=2)=[CH:14][CH:13]=[CH:12][N:11]=1)[CH2:33][N:34]1[CH2:38][CH2:37][CH2:36][CH2:35]1. (5) Given the reactants [O:1]=[S:2]1(=[O:10])[CH2:6][CH2:5][CH2:4][N:3]1[CH2:7][CH2:8]O.O=S(Cl)[Cl:13].C([O-])(O)=O.[Na+], predict the reaction product. The product is: [Cl:13][CH2:8][CH2:7][N:3]1[CH2:4][CH2:5][CH2:6][S:2]1(=[O:10])=[O:1]. (6) The product is: [CH3:32][O:33][C:34]([N:36]1[CH2:42][CH2:41][C:40]2[CH:43]=[C:44]([N:9]3[CH2:10][CH2:11][C@H:7]([N:3]4[CH2:4][CH2:5][CH2:6][C@@H:2]4[CH3:1])[CH2:8]3)[CH:45]=[CH:46][C:39]=2[CH2:38][CH2:37]1)=[O:35]. Given the reactants [CH3:1][C@H:2]1[CH2:6][CH2:5][CH2:4][N:3]1[C@H:7]1[CH2:11][CH2:10][N:9](C2C=C3C(=CC=2)CN(S(C2C=CC(C)=CC=2)(=O)=O)CC3)[CH2:8]1.[CH3:32][O:33][C:34]([N:36]1[CH2:42][CH2:41][C:40]2[CH:43]=[C:44](Br)[CH:45]=[CH:46][C:39]=2[CH2:38][CH2:37]1)=[O:35].C[C@H]1CCCN1[C@H]1CCNC1, predict the reaction product.